From a dataset of Forward reaction prediction with 1.9M reactions from USPTO patents (1976-2016). Predict the product of the given reaction. (1) The product is: [CH3:1][C:2]1[CH:3]=[CH:4][C:5]([N+:13]([O-:15])=[O:14])=[C:6]([CH:12]=1)[C:7]([Cl:37])=[O:8]. Given the reactants [CH3:1][C:2]1[CH:3]=[CH:4][C:5]([N+:13]([O-:15])=[O:14])=[C:6]([CH:12]=1)[C:7](N(C)C)=[O:8].BrN1C(=O)CCC1=O.N(C(C)(C)C#N)=NC(C)(C)C#N.C(Cl)(Cl)(Cl)[Cl:37], predict the reaction product. (2) Given the reactants [F:1][C:2]1[CH:3]=[C:4]2C(=[CH:9][CH:10]=1)NC(=O)[C:5]2=[N:12][N:13]=CC1(C)CC(C)(C(O)=O)CN1.Cl.C(N=C=NCCCN(C)C)C.[OH:37][C:38]1C2N=NNC=2[CH:41]=[CH:40][CH:39]=1.C([N:49]([CH2:52][CH3:53])[CH2:50][CH3:51])C.[NH2:54][C:55]1[CH:60]=[C:59]([F:61])[CH:58]=[CH:57][C:56]=1[NH:62][C:63](=[O:75])[C:64]1[CH:69]=[CH:68][C:67]([NH:70][CH2:71][CH2:72][CH2:73][NH2:74])=[N:66][CH:65]=1.[CH3:76][N:77]([CH:79]=[O:80])C, predict the reaction product. The product is: [NH2:54][C:55]1[CH:60]=[C:59]([F:61])[CH:58]=[CH:57][C:56]=1[NH:62][C:63](=[O:75])[C:64]1[CH:69]=[CH:68][C:67]([NH:70][CH2:71][CH2:72][CH2:73][NH:74][C:38]([C:39]2[C:40]([CH3:41])=[C:52]([CH:53]=[N:13][N:12]=[C:5]3[C:4]4[C:76](=[CH:9][CH:10]=[C:2]([F:1])[CH:3]=4)[NH:77][C:79]3=[O:80])[NH:49][C:50]=2[CH3:51])=[O:37])=[N:66][CH:65]=1. (3) Given the reactants [CH3:1][NH:2][CH3:3].[C:4]([N:7]1[C:13]2[CH:14]=[C:15]([C:18](=[O:22])[CH2:19][CH2:20]Cl)[CH:16]=[CH:17][C:12]=2[CH2:11][CH2:10][CH2:9][CH2:8]1)(=[O:6])[CH3:5], predict the reaction product. The product is: [C:4]([N:7]1[C:13]2[CH:14]=[C:15]([C:18](=[O:22])[CH2:19][CH2:20][N:2]([CH3:3])[CH3:1])[CH:16]=[CH:17][C:12]=2[CH2:11][CH2:10][CH2:9][CH2:8]1)(=[O:6])[CH3:5].